This data is from Forward reaction prediction with 1.9M reactions from USPTO patents (1976-2016). The task is: Predict the product of the given reaction. Given the reactants CO[C:3]1[CH:30]=[CH:29][C:6]([CH2:7][NH:8][CH2:9][CH2:10][NH:11][C:12]([C:14]2[S:15][CH:16]=[CH:17][C:18]=2[NH:19][C:20]2[CH:25]=[CH:24][N:23]=[C:22]3[NH:26][CH:27]=[CH:28][C:21]=23)=[O:13])=[CH:5][CH:4]=1.[F:31]C1C=CC=CC=1C=O, predict the reaction product. The product is: [F:31][C:29]1[CH:30]=[CH:3][CH:4]=[CH:5][C:6]=1[CH2:7][NH:8][CH2:9][CH2:10][NH:11][C:12]([C:14]1[S:15][CH:16]=[CH:17][C:18]=1[NH:19][C:20]1[CH:25]=[CH:24][N:23]=[C:22]2[NH:26][CH:27]=[CH:28][C:21]=12)=[O:13].